From a dataset of Forward reaction prediction with 1.9M reactions from USPTO patents (1976-2016). Predict the product of the given reaction. (1) Given the reactants [CH3:1][C:2]1[CH:3]=[C:4]([CH:10]=[C:11]([CH3:13])[CH:12]=1)[O:5][CH2:6][C:7]([OH:9])=[O:8].[Cl:14][S:15](O)(=[O:17])=[O:16].O.C1COCC1, predict the reaction product. The product is: [Cl:14][S:15]([C:12]1[C:11]([CH3:13])=[CH:10][C:4]([O:5][CH2:6][C:7]([OH:9])=[O:8])=[CH:3][C:2]=1[CH3:1])(=[O:17])=[O:16]. (2) Given the reactants [F:1][C:2]1[CH:10]=[CH:9][CH:8]=[C:7]2[C:3]=1[C:4]([C:25]([OH:27])=O)=[CH:5][N:6]2[CH2:11][C:12]1[CH:17]=[CH:16][C:15]([C:18]2[CH:19]=[N:20][N:21]([CH3:23])[CH:22]=2)=[CH:14][C:13]=1[F:24].C(N(CC)CC)C.F[P-](F)(F)(F)(F)F.N1(O[P+](N(C)C)(N(C)C)N(C)C)C2C=CC=CC=2N=N1.Cl.[NH2:63][C@H:64]1[CH2:69][CH2:68][CH2:67][CH2:66][C@@H:65]1[OH:70], predict the reaction product. The product is: [F:1][C:2]1[CH:10]=[CH:9][CH:8]=[C:7]2[C:3]=1[C:4]([C:25]([NH:63][C@H:64]1[CH2:69][CH2:68][CH2:67][CH2:66][C@@H:65]1[OH:70])=[O:27])=[CH:5][N:6]2[CH2:11][C:12]1[CH:17]=[CH:16][C:15]([C:18]2[CH:19]=[N:20][N:21]([CH3:23])[CH:22]=2)=[CH:14][C:13]=1[F:24]. (3) Given the reactants [Si]([O:8][C@H:9]1[CH2:34][CH2:33][C@@:32]2([CH3:35])[C:11](=[CH:12][CH:13]=[C:14]3[C@@H:31]2[CH2:30][CH2:29][C@@:28]2([CH3:36])[C@H:15]3[CH2:16][CH2:17][C@@H:18]2[C@H:19]([CH3:27])[CH2:20][CH2:21][CH2:22][C@@H:23]([CH3:26])[CH2:24][Cl:25])[C:10]1([CH3:38])[CH3:37])(C(C)(C)C)(C)C.Cl.C1C=CC=CC=1, predict the reaction product. The product is: [Cl:25][CH2:24][C@@H:23]([CH2:22][CH2:21][CH2:20][C@H:19]([C@@H:18]1[C@:28]2([CH3:36])[C:15]([C:14]3[CH2:13][CH2:12][C@@H:11]4[C@:32]([C:31]=3[CH2:30][CH2:29]2)([CH3:35])[CH2:33][CH2:34][C@H:9]([OH:8])[C:10]4([CH3:38])[CH3:37])=[CH:16][CH2:17]1)[CH3:27])[CH3:26]. (4) The product is: [F:1][C:2]1[CH:30]=[CH:29][C:5]2[N:6]([CH:10]3[CH2:15][CH2:14][N:13]([C:16]4([CH3:28])[CH2:20][CH2:19][N:18]([C:21]([O:23][CH:24]([CH3:26])[CH3:25])=[O:22])[CH2:17]4)[CH2:12][CH2:11]3)[C:7](=[O:9])[NH:8][C:4]=2[CH:3]=1. Given the reactants [F:1][C:2]1[CH:30]=[CH:29][C:5]2[N:6]([CH:10]3[CH2:15][CH2:14][N:13]([C:16]4([CH3:28])[CH2:20][CH2:19][N:18]([C:21]([O:23][C:24](C)([CH3:26])[CH3:25])=[O:22])[CH2:17]4)[CH2:12][CH2:11]3)[C:7](=[O:9])[NH:8][C:4]=2[CH:3]=1.C(Cl)(=O)OC(C)C, predict the reaction product. (5) Given the reactants [Cl:1][C:2]1[CH:3]=[C:4]([CH:7]=[C:8]([Cl:28])[C:9]=1[N:10]1[CH:27]=[C:13]2[C:14]([NH:18]C3C=C(C)N=C(C)N=3)=[N:15][CH:16]=[CH:17][C:12]2=[N:11]1)[C:5]#[N:6].ClC1C=C(C=C(Cl)C=1N1C=C2C(Cl)=NC=CC2=N1)C#N.[F:49][CH2:50][C:51]1[CH:56]=[CH:55][N:54]=[C:53](N)[N:52]=1, predict the reaction product. The product is: [Cl:28][C:8]1[CH:7]=[C:4]([CH:3]=[C:2]([Cl:1])[C:9]=1[N:10]1[CH:27]=[C:13]2[C:14]([NH:18][C:53]3[N:52]=[C:51]([CH2:50][F:49])[CH:56]=[CH:55][N:54]=3)=[N:15][CH:16]=[CH:17][C:12]2=[N:11]1)[C:5]#[N:6]. (6) Given the reactants [F:1][C:2]1[CH:7]=[CH:6][CH:5]=[CH:4][C:3]=1[C@H:8]1[CH2:13][CH2:12][CH2:11][C@@H:10](C=C)[N:9]1[C:16](=[O:20])[CH2:17][CH:18]=[CH2:19].C(N(CC)CC)C, predict the reaction product. The product is: [F:1][C:2]1[CH:7]=[CH:6][CH:5]=[CH:4][C:3]=1[C@H:8]1[CH2:13][CH2:12][CH2:11][C@@H:10]2[N:9]1[C:16](=[O:20])[CH2:17][CH:18]=[CH:19]2. (7) The product is: [F:39][C:36]([F:37])([F:38])[S:34]([C:31]1[CH:32]=[CH:33][C:28](/[CH:27]=[CH:26]/[C:23]2[O:24][CH:25]=[C:21]([CH2:20][O:18][C:15]3[CH:14]=[CH:13][C:12]([CH2:11][CH2:10][CH2:9][CH2:8][C:7]4[N:6]=[N:5][NH:4][N:3]=4)=[CH:17][CH:16]=3)[N:22]=2)=[CH:29][CH:30]=1)=[O:35]. Given the reactants [H-].[Na+].[N:3]1[NH:4][N:5]=[N:6][C:7]=1[CH2:8][CH2:9][CH2:10][CH2:11][C:12]1[CH:17]=[CH:16][C:15]([OH:18])=[CH:14][CH:13]=1.Cl[CH2:20][C:21]1[N:22]=[C:23]([CH:26]=[CH:27][C:28]2[CH:33]=[CH:32][C:31]([S:34]([C:36]([F:39])([F:38])[F:37])=[O:35])=[CH:30][CH:29]=2)[O:24][CH:25]=1.Cl, predict the reaction product.